From a dataset of Forward reaction prediction with 1.9M reactions from USPTO patents (1976-2016). Predict the product of the given reaction. (1) Given the reactants [F:1][C:2]1([F:33])[CH2:7][CH2:6][N:5]([C:8]([C:10]2[NH:11][C:12]3[C:17]([CH:18]=2)=[CH:16][C:15]([C:19]([N:21]2[CH2:26][CH2:25][CH:24]([N:27]4[CH2:32][CH2:31][O:30][CH2:29][CH2:28]4)[CH2:23][CH2:22]2)=[O:20])=[CH:14][CH:13]=3)=[O:9])[CH2:4][CH2:3]1.[H-].[Na+].Br[CH:37]([CH3:39])[CH3:38], predict the reaction product. The product is: [F:33][C:2]1([F:1])[CH2:3][CH2:4][N:5]([C:8]([C:10]2[N:11]([CH:37]([CH3:39])[CH3:38])[C:12]3[C:17]([CH:18]=2)=[CH:16][C:15]([C:19]([N:21]2[CH2:26][CH2:25][CH:24]([N:27]4[CH2:28][CH2:29][O:30][CH2:31][CH2:32]4)[CH2:23][CH2:22]2)=[O:20])=[CH:14][CH:13]=3)=[O:9])[CH2:6][CH2:7]1. (2) Given the reactants Cl/[CH:2]=[CH:3]/[C:4]12[CH2:33][CH2:32][C@@H:31]([C:34]([CH3:36])=[CH2:35])[CH:5]1[CH:6]1[C@@:19]([CH3:22])([CH2:20][CH2:21]2)[C@@:18]2([CH3:23])[CH:9]([C@:10]3([CH3:30])[CH:15]([CH2:16][CH2:17]2)[C:14]([CH3:25])([CH3:24])[C@@H:13]([O:26]C(=O)C)[CH2:12][CH2:11]3)[CH2:8][CH2:7]1.CCN(C(C)C)C(C)C.O(S(C(F)(F)F)(=O)=O)S(C(F)(F)F)(=O)=O, predict the reaction product. The product is: [C:3]([C:4]12[CH2:33][CH2:32][C@@H:31]([C:34]([CH3:36])=[CH2:35])[CH:5]1[CH:6]1[C@@:19]([CH3:22])([CH2:20][CH2:21]2)[C@@:18]2([CH3:23])[CH:9]([C@:10]3([CH3:30])[CH:15]([CH2:16][CH2:17]2)[C:14]([CH3:24])([CH3:25])[C@@H:13]([OH:26])[CH2:12][CH2:11]3)[CH2:8][CH2:7]1)#[CH:2]. (3) The product is: [NH2:7][OH:10].[NH2:9][CH2:3][C@@H:2]([OH:26])[CH3:1].[NH2:19][C@@H:20]([CH3:21])[CH2:25][OH:26]. Given the reactants [CH:1]1C=NC2[N:7]([OH:10])N=[N:9][C:3]=2[CH:2]=1.Cl.CN(C)CCCN=C=[N:19][CH2:20][CH3:21].CN(C)[CH:25]=[O:26], predict the reaction product. (4) Given the reactants [CH3:1][O:2][C:3]1[CH:40]=[C:39]([O:41][CH3:42])[CH:38]=[CH:37][C:4]=1[CH2:5][N:6]([C:31]1[CH:36]=[CH:35][N:34]=[CH:33][N:32]=1)[S:7]([C:10]1[CH:15]=[C:14]([F:16])[C:13]([O:17][C@H:18]2[CH2:22][C@@H:21]([OH:23])[CH2:20][C@@H:19]2[C:24]2[N:28]([CH3:29])[N:27]=[CH:26][CH:25]=2)=[CH:12][C:11]=1[F:30])(=[O:9])=[O:8].S(OC)(O[CH3:47])(=O)=O.[H-].[Na+], predict the reaction product. The product is: [CH3:1][O:2][C:3]1[CH:40]=[C:39]([O:41][CH3:42])[CH:38]=[CH:37][C:4]=1[CH2:5][N:6]([C:31]1[CH:36]=[CH:35][N:34]=[CH:33][N:32]=1)[S:7]([C:10]1[CH:15]=[C:14]([F:16])[C:13]([O:17][C@H:18]2[CH2:22][C@@H:21]([O:23][CH3:47])[CH2:20][C@@H:19]2[C:24]2[N:28]([CH3:29])[N:27]=[CH:26][CH:25]=2)=[CH:12][C:11]=1[F:30])(=[O:8])=[O:9].